Predict the product of the given reaction. From a dataset of Forward reaction prediction with 1.9M reactions from USPTO patents (1976-2016). Given the reactants [CH3:1][N:2]1[CH:6]([C:7]([OH:9])=O)[CH2:5][C:4]([CH3:10])=[N:3]1.[NH2:11][C:12]1[CH:13]=[C:14]([CH:31]=[CH:32][C:33]=1[F:34])[O:15][C:16]1[CH:17]=[CH:18][C:19]2[N:20]([CH:22]=[C:23]([NH:25][C:26]([CH:28]3[CH2:30][CH2:29]3)=[O:27])[N:24]=2)[N:21]=1.F[P-](F)(F)(F)(F)F.N1(OC(N(C)C)=[N+](C)C)C2N=CC=CC=2N=N1.C(N(CC)C(C)C)(C)C, predict the reaction product. The product is: [CH:28]1([C:26]([NH:25][C:23]2[N:24]=[C:19]3[CH:18]=[CH:17][C:16]([O:15][C:14]4[CH:31]=[CH:32][C:33]([F:34])=[C:12]([NH:11][C:7]([CH:6]5[N:2]([CH3:1])[N:3]=[C:4]([CH3:10])[CH2:5]5)=[O:9])[CH:13]=4)=[N:21][N:20]3[CH:22]=2)=[O:27])[CH2:29][CH2:30]1.